This data is from Forward reaction prediction with 1.9M reactions from USPTO patents (1976-2016). The task is: Predict the product of the given reaction. (1) Given the reactants [CH2:1]([CH:3]([C:6]1[CH:11]=[C:10]([CH3:12])[N:9]=[N:8][C:7]=1[NH2:13])[CH2:4][CH3:5])[CH3:2].Cl[CH2:15][C:16](=O)[CH3:17].C(=O)(O)[O-].[Na+], predict the reaction product. The product is: [CH2:1]([CH:3]([C:6]1[C:7]2[N:8]([CH:15]=[C:16]([CH3:17])[N:13]=2)[N:9]=[C:10]([CH3:12])[CH:11]=1)[CH2:4][CH3:5])[CH3:2]. (2) Given the reactants [CH3:1][C:2]1[C:6]([C:7]2[CH:14]=[CH:13][C:12]([C:15]([F:18])([F:17])[F:16])=[CH:11][C:8]=2[CH:9]=[O:10])=[C:5]([CH3:19])[NH:4][N:3]=1.Br[CH2:21][C:22]([O:24][CH2:25][CH3:26])=[O:23], predict the reaction product. The product is: [CH2:25]([O:24][C:22](=[O:23])[CH2:21][N:4]1[C:5]([CH3:19])=[C:6]([C:7]2[CH:14]=[CH:13][C:12]([C:15]([F:16])([F:18])[F:17])=[CH:11][C:8]=2[CH:9]=[O:10])[C:2]([CH3:1])=[N:3]1)[CH3:26]. (3) Given the reactants [Cl:1][C:2]1[CH:22]=[C:21]([Cl:23])[CH:20]=[CH:19][C:3]=1[CH2:4][N:5]1[C:9]([CH2:10][CH2:11][C:12]([OH:14])=O)=[CH:8][C:7]([O:15][CH:16]([CH3:18])[CH3:17])=[N:6]1.[C:24]1([CH2:30][S:31]([NH2:34])(=[O:33])=[O:32])[CH:29]=[CH:28][CH:27]=[CH:26][CH:25]=1.N12CCCN=C1CCCCC2, predict the reaction product. The product is: [CH2:30]([S:31]([NH:34][C:12](=[O:14])[CH2:11][CH2:10][C:9]1[N:5]([CH2:4][C:3]2[CH:19]=[CH:20][C:21]([Cl:23])=[CH:22][C:2]=2[Cl:1])[N:6]=[C:7]([O:15][CH:16]([CH3:18])[CH3:17])[CH:8]=1)(=[O:33])=[O:32])[C:24]1[CH:29]=[CH:28][CH:27]=[CH:26][CH:25]=1.